This data is from Full USPTO retrosynthesis dataset with 1.9M reactions from patents (1976-2016). The task is: Predict the reactants needed to synthesize the given product. (1) Given the product [CH3:8][C:9]1([CH3:34])[C:18]2[C:13](=[C:14]([C:19]([NH:7][S:4]([CH3:3])(=[O:6])=[O:5])=[O:20])[CH:15]=[CH:16][CH:17]=2)[NH:12][CH:11]([C:22]2[CH:27]=[CH:26][CH:25]=[C:24]([N:28]3[CH2:33][CH2:32][O:31][CH2:30][CH2:29]3)[CH:23]=2)[CH2:10]1, predict the reactants needed to synthesize it. The reactants are: [H-].[Na+].[CH3:3][S:4]([NH2:7])(=[O:6])=[O:5].[CH3:8][C:9]1([CH3:34])[C:18]2[C:13](=[C:14]([C:19](O)=[O:20])[CH:15]=[CH:16][CH:17]=2)[NH:12][CH:11]([C:22]2[CH:27]=[CH:26][CH:25]=[C:24]([N:28]3[CH2:33][CH2:32][O:31][CH2:30][CH2:29]3)[CH:23]=2)[CH2:10]1.C(N1C=CN=C1)(N1C=CN=C1)=O. (2) The reactants are: [H-].[Na+].[CH:3]1([N:9]2[C:13]([CH:14]3[CH2:18][CH2:17][CH2:16][O:15]3)=[C:12]([C:19]([O:21]CC)=O)[CH:11]=[N:10]2)[CH2:8][CH2:7][CH2:6][CH2:5][CH2:4]1.O[N:25]=[C:26]([C:28]1[CH:33]=[CH:32][C:31]([CH2:34][OH:35])=[CH:30][CH:29]=1)[NH2:27].O. Given the product [CH:3]1([N:9]2[C:13]([CH:14]3[CH2:18][CH2:17][CH2:16][O:15]3)=[C:12]([C:19]3[O:21][N:27]=[C:26]([C:28]4[CH:33]=[CH:32][C:31]([CH2:34][OH:35])=[CH:30][CH:29]=4)[N:25]=3)[CH:11]=[N:10]2)[CH2:4][CH2:5][CH2:6][CH2:7][CH2:8]1, predict the reactants needed to synthesize it.